This data is from Reaction yield outcomes from USPTO patents with 853,638 reactions. The task is: Predict the reaction yield, written as a fraction of the theoretical maximum amount of product (1.0 means a 100% yield; for example, 0.34 means a 34% yield). (1) The reactants are [C:1]([C:3]1[C:4]([S:21][CH:22]([C:27]2[CH:32]=[CH:31][CH:30]=[CH:29][CH:28]=2)[C:23]([O:25]C)=[O:24])=[N:5][C:6]2[CH2:7][CH2:8][CH2:9][CH2:10][C:11]=2[C:12]=1[C:13]1[CH:18]=[CH:17][C:16]([O:19][CH3:20])=[CH:15][CH:14]=1)#[N:2]. The catalyst is C1COCC1.CO.[OH-].[Na+]. The product is [C:1]([C:3]1[C:4]([S:21][CH:22]([C:27]2[CH:28]=[CH:29][CH:30]=[CH:31][CH:32]=2)[C:23]([OH:25])=[O:24])=[N:5][C:6]2[CH2:7][CH2:8][CH2:9][CH2:10][C:11]=2[C:12]=1[C:13]1[CH:18]=[CH:17][C:16]([O:19][CH3:20])=[CH:15][CH:14]=1)#[N:2]. The yield is 0.450. (2) The reactants are [NH2:1][C:2]1[NH:3][C:4](=O)[C:5]2[S:10][C:9]3[CH:11]=[CH:12][CH:13]=[CH:14][C:8]=3[C:6]=2[N:7]=1.CN(C)C1C=CC=CC=1.P(Cl)(Cl)([Cl:27])=O. The catalyst is [Cl-].C([N+](CC)(CC)CC)C.C(#N)C. The product is [Cl:27][C:4]1[C:5]2[S:10][C:9]3[CH:11]=[CH:12][CH:13]=[CH:14][C:8]=3[C:6]=2[N:7]=[C:2]([NH2:1])[N:3]=1. The yield is 0.570.